From a dataset of Full USPTO retrosynthesis dataset with 1.9M reactions from patents (1976-2016). Predict the reactants needed to synthesize the given product. (1) Given the product [O:13]([CH2:20][CH2:21][NH:22][C:10]([C:2]1[NH:1][C:5]2=[CH:6][N:7]=[CH:8][CH:9]=[C:4]2[CH:3]=1)=[O:12])[C:14]1[CH:19]=[CH:18][CH:17]=[CH:16][CH:15]=1, predict the reactants needed to synthesize it. The reactants are: [NH:1]1[C:5]2=[CH:6][N:7]=[CH:8][CH:9]=[C:4]2[CH:3]=[C:2]1[C:10]([OH:12])=O.[O:13]([CH2:20][CH2:21][NH2:22])[C:14]1[CH:19]=[CH:18][CH:17]=[CH:16][CH:15]=1. (2) The reactants are: [CH2:1]([N:3]1[C:15]([CH:16]=[O:17])=[C:14]2[C:5]([C:6](=O)[NH:7][C:8]3[CH:9]=[CH:10][CH:11]=[CH:12][C:13]=32)=[N:4]1)[CH3:2].[OH-].[NH4+].P(Cl)(Cl)([Cl:23])=O. Given the product [Cl:23][C:6]1[C:5]2=[N:4][N:3]([CH2:1][CH3:2])[C:15]([CH:16]=[O:17])=[C:14]2[C:13]2[CH:12]=[CH:11][CH:10]=[CH:9][C:8]=2[N:7]=1, predict the reactants needed to synthesize it. (3) The reactants are: [CH3:1][C@H:2]1[CH2:7][CH2:6][C@H:5]([C:8]([N:10]([CH:34]([CH3:36])[CH3:35])[C:11]2[CH:15]=[C:14]([C:16]3[CH:21]=[CH:20][C:19]([C:22]4[CH:30]=[C:25]5[N:26]=[CH:27][CH:28]=[CH:29][N:24]5[N:23]=4)=[CH:18][CH:17]=3)[S:13][C:12]=2[C:31]([OH:33])=[O:32])=[O:9])[CH2:4][CH2:3]1.[OH-].[NH4+:38]. Given the product [CH3:1][C@H:2]1[CH2:7][CH2:6][C@H:5]([C:8]([N:10]([CH:34]([CH3:36])[CH3:35])[C:11]2[CH:15]=[C:14]([C:16]3[CH:17]=[CH:18][C:19]([C:22]4[CH:30]=[C:25]5[N:26]=[CH:27][CH:28]=[CH:29][N:24]5[N:23]=4)=[CH:20][CH:21]=3)[S:13][C:12]=2[C:31]([O-:33])=[O:32])=[O:9])[CH2:4][CH2:3]1.[NH4+:38], predict the reactants needed to synthesize it. (4) The reactants are: [C:1]1([C:11]2[CH2:16][CH2:15][C:14]([C:19]3[CH:20]=[C:21]([CH3:25])[CH:22]=[CH:23][CH:24]=3)([C:17]#[N:18])[CH2:13][CH:12]=2)[C:10]2[C:5](=[CH:6][CH:7]=[CH:8][CH:9]=2)[CH:4]=[CH:3][CH:2]=1.[H-].[Al+3].[Li+].[H-].[H-].[H-].C(C(C(C([O-])=O)O)O)([O-])=O.[Na+].[K+]. Given the product [C:1]1([C:11]2[CH2:16][CH2:15][C:14]([CH2:17][NH2:18])([C:19]3[CH:20]=[C:21]([CH3:25])[CH:22]=[CH:23][CH:24]=3)[CH2:13][CH:12]=2)[C:10]2[C:5](=[CH:6][CH:7]=[CH:8][CH:9]=2)[CH:4]=[CH:3][CH:2]=1, predict the reactants needed to synthesize it.